From a dataset of Experimentally validated miRNA-target interactions with 360,000+ pairs, plus equal number of negative samples. Binary Classification. Given a miRNA mature sequence and a target amino acid sequence, predict their likelihood of interaction. (1) The miRNA is hsa-miR-3198 with sequence GUGGAGUCCUGGGGAAUGGAGA. The protein sequence of the target gene is MSLDIQSLDIQCEELSDARWAELLPLLQQCQVVRLDDCGLTEARCKDISSALRVNPALAELNLRSNELGDVGVHCVLQGLQTPSCKIQKLSLQNCCLTGAGCGVLSSTLRTLPTLQELHLSDNLLGDAGLQLLCEGLLDPQCRLEKLQLEYCSLSAASCEPLASVLRAKPDFKELTVSNNDINEAGVRVLCQGLKDSPCQLEALKLESCGVTSDNCRDLCGIVASKASLRELALGSNKLGDVGMAELCPGLLHPSSRLRTLWIWECGITAKGCGDLCRVLRAKESLKELSLAGNELGDEG.... Result: 0 (no interaction). (2) The miRNA is mmu-miR-1900 with sequence GGCCGCCCUCUCUGGUCCUUCA. The protein sequence of the target gene is MGNYLLRKLSCLGENQKKPKKGNPDEERKRQEMTTFERKLQDQDKKSQEVSSTSNQENENGSGSEEVCYTVINHIPHQRSSLSSNDDGYENIDSLTRKVRQFRERSETEYALLRTSVSRPCSCTHEHDYEVVFPH. Result: 0 (no interaction). (3) The protein sequence of the target gene is MCGRRGGIWLALAAALLHVSLQGEFQRRLYKELVKNYNPLERPVANDSQPLTVYFSLSLLQIMDVDEKNQVLTTNIWLQMSWTDHYLQWNMSEYPGVKNVRFPDGQIWKPDILLYNSADERFDATFHTNVLVNASGHCQYLPPGIFKSSCYIDVRWFPFDVQQCKLKFGSWSYGGWSLDLQMQEADISSYIPNGEWDLMGIPGKRNEKFYECCKEPYPDVTYTVTMRRRTLYYGLNLLIPCVLISALALLVFLLPADSGEKISLGITVLLSLTVFMLLVAEIMPATSDSVPLIAQYFAST.... Result: 1 (interaction). The miRNA is mmu-miR-130b-3p with sequence CAGUGCAAUGAUGAAAGGGCAU. (4) The miRNA is hsa-miR-518a-5p with sequence CUGCAAAGGGAAGCCCUUUC. The protein sequence of the target gene is MPSFDEALQRVGEFGRFQRRVFLLLCLTGVTFAFLFVGVVFLGTQPDHYWCRGPSAAALAERCGWSPEEEWNRTAPASRGPEPPERRGRCQRYLLEAANDSASATSALSCADPLAAFPNRSAPLVPCRGGWRYAQAHSTIVSEFDLVCVNAWMLDLTQAILNLGFLTGAFTLGYAADRYGRIVIYLLSCLGVGVTGVVVAFAPNFPVFVIFRFLQGVFGKGTWMTCYVIVTEIVGSKQRRIVGIVIQMFFTLGIIILPGIAYFIPNWQGIQLAITLPSFLFLLYYWVVPESPRWLITRKK.... Result: 0 (no interaction).